Predict the reaction yield, written as a fraction of the theoretical maximum amount of product (1.0 means a 100% yield; for example, 0.34 means a 34% yield). From a dataset of Reaction yield outcomes from USPTO patents with 853,638 reactions. (1) The reactants are Cl.[Cl:2][C:3]1[CH:4]=[C:5]([CH:7]=[CH:8][C:9]=1[F:10])[NH2:6].[N:11]([O-])=O.[Na+].S([O-])([O-])=O.[Na+].[Na+]. No catalyst specified. The product is [ClH:2].[Cl:2][C:3]1[CH:4]=[C:5]([NH:6][NH2:11])[CH:7]=[CH:8][C:9]=1[F:10]. The yield is 0.690. (2) The reactants are CC(NC[CH2:7][S:8]([C:11]1[CH:32]=[CH:31][C:14]2[N:15]=[C:16]([NH:18][C:19]([NH:21][C:22](=[O:30])[C:23]3[CH:28]=[CH:27][CH:26]=[CH:25][C:24]=3[Cl:29])=[O:20])[S:17][C:13]=2[CH:12]=1)(=[O:10])=[O:9])CC.[CH3:33][N:34]1[CH2:39][CH2:38][N:37]([CH2:40][CH2:41]CS(C2C=CC3N=C(NC(=O)OC4C=CC(F)=CC=4)SC=3C=2)(=O)=O)[CH2:36][CH2:35]1. No catalyst specified. The product is [Cl:29][C:24]1[CH:25]=[CH:26][C:27]([C:13]2[S:17][CH:16]=[N:15][CH:14]=2)=[CH:28][C:23]=1[C:22]([NH:21][C:19](=[O:20])[NH:18][C:16]1[S:17][C:13]2[CH:12]=[C:11]([S:8]([CH2:7][CH2:41][CH2:40][N:37]3[CH2:36][CH2:35][N:34]([CH3:33])[CH2:39][CH2:38]3)(=[O:9])=[O:10])[CH:32]=[CH:31][C:14]=2[N:15]=1)=[O:30]. The yield is 0.100. (3) The reactants are [F:1][C:2]1[C:3]([N+:16]([O-])=O)=[CH:4][C:5]([N+:13]([O-])=O)=[C:6](/[CH:8]=[CH:9]/N(C)C)[CH:7]=1. The catalyst is [Ni].CCO. The product is [F:1][C:2]1[CH:7]=[C:6]2[C:5](=[CH:4][C:3]=1[NH2:16])[NH:13][CH:9]=[CH:8]2. The yield is 0.160. (4) The reactants are [CH:1](=[O:8])[C:2]1[CH:7]=[CH:6][CH:5]=[CH:4][CH:3]=1.[N+:9]([CH3:12])([O-:11])=[O:10]. No catalyst specified. The product is [C:2]1([C@H:1]([OH:8])[CH2:12][N+:9]([O-:11])=[O:10])[CH:7]=[CH:6][CH:5]=[CH:4][CH:3]=1. The yield is 0.840. (5) The reactants are [CH3:1][C:2]([C:4]1[CH:5]=[CH:6][CH:7]=[C:8]([OH:10])[CH:9]=1)=[O:3].[CH2:11]=O.Cl.[CH3:14][NH:15][CH3:16].Cl. The catalyst is Cl.CCO. The product is [CH3:14][N:15]([CH3:11])[CH2:16][CH2:1][C:2]([C:4]1[CH:5]=[CH:6][CH:7]=[C:8]([OH:10])[CH:9]=1)=[O:3]. The yield is 0.380. (6) The reactants are [F:1][C:2]([F:21])([C:15]1[CH:16]=[N:17][CH:18]=[N:19][CH:20]=1)[C:3]1[CH:4]=[C:5]2[C:10](=[C:11]([CH:13]=C)[CH:12]=1)[N:9]=[CH:8][CH:7]=[CH:6]2.[O:22]=[O+][O-].CSC. The catalyst is C(Cl)Cl. The product is [F:1][C:2]([F:21])([C:15]1[CH:16]=[N:17][CH:18]=[N:19][CH:20]=1)[C:3]1[CH:4]=[C:5]2[C:10](=[C:11]([CH:13]=[O:22])[CH:12]=1)[N:9]=[CH:8][CH:7]=[CH:6]2. The yield is 0.290.